This data is from Forward reaction prediction with 1.9M reactions from USPTO patents (1976-2016). The task is: Predict the product of the given reaction. (1) Given the reactants [C:1]([N:5]([C:7](=[O:16])[C:8]1[CH:13]=[C:12]([CH3:14])[CH:11]=[C:10]([CH3:15])[CH:9]=1)[NH2:6])([CH3:4])([CH3:3])[CH3:2].[F:17][C:18]1[CH:26]=[C:25]([CH2:27][CH3:28])[CH:24]=[CH:23][C:19]=1[C:20](Cl)=[O:21].C(=O)([O-])[O-].[K+].[K+], predict the reaction product. The product is: [C:1]([N:5]([C:7](=[O:16])[C:8]1[CH:9]=[C:10]([CH3:15])[CH:11]=[C:12]([CH3:14])[CH:13]=1)[NH:6][C:20](=[O:21])[C:19]1[CH:23]=[CH:24][C:25]([CH2:27][CH3:28])=[CH:26][C:18]=1[F:17])([CH3:4])([CH3:3])[CH3:2]. (2) The product is: [CH3:45][C:41]1[CH:42]=[CH:43][CH:44]=[C:2]([CH3:1])[C:3]=1[O:4][C:5]1[CH:10]=[CH:9][C:8]([S:11]([CH3:14])(=[O:12])=[O:13])=[CH:7][C:6]=1[C:15]1[C:16]2[CH:25]=[C:24]([C:26]([OH:28])=[O:27])[NH:23][C:17]=2[C:18](=[O:22])[N:19]([CH3:21])[CH:20]=1. Given the reactants [CH3:1][C:2]1[CH:44]=[CH:43][CH:42]=[C:41]([CH3:45])[C:3]=1[O:4][C:5]1[CH:10]=[CH:9][C:8]([S:11]([CH3:14])(=[O:13])=[O:12])=[CH:7][C:6]=1[C:15]1[C:16]2[CH:25]=[C:24]([C:26]([O:28]CC)=[O:27])[N:23](S(C3C=CC(C)=CC=3)(=O)=O)[C:17]=2[C:18](=[O:22])[N:19]([CH3:21])[CH:20]=1.[OH-].[Li+].O.Cl, predict the reaction product. (3) Given the reactants C[Si](Cl)(C)C.[NH2:6][CH:7]([C:9]([OH:11])=[O:10])[CH3:8].C(N(CC)CC)C.[C:19](Cl)(=[O:22])[CH2:20][CH3:21], predict the reaction product. The product is: [NH3:6].[C:19]([NH:6][C@H:7]([C:9]([OH:11])=[O:10])[CH3:8])(=[O:22])[CH2:20][CH3:21]. (4) Given the reactants Br[C:2]1[CH:3]=[C:4]([CH:7]=[CH:8][C:9]=1[CH:10]1[N:15]2[CH:16]=[N:17][CH:18]=[C:14]2[CH2:13][CH2:12][CH2:11]1)[C:5]#[N:6].[C:19]1(C)C=CC=CC=1, predict the reaction product. The product is: [CH3:19][C:2]1[CH:3]=[C:4]([CH:7]=[CH:8][C:9]=1[CH:10]1[N:15]2[CH:16]=[N:17][CH:18]=[C:14]2[CH2:13][CH2:12][CH2:11]1)[C:5]#[N:6]. (5) Given the reactants [F:1][C:2]1[CH:7]=[CH:6][C:5]([C:8]2(C(O)=O)[CH2:17][CH2:16][C:11]3([O:15][CH2:14][CH2:13][O:12]3)[CH2:10][CH2:9]2)=[CH:4][CH:3]=1.C([N:23]([CH2:26]C)CC)C.C1(P(N=[N+]=[N-])(C2C=CC=CC=2)=[O:35])C=CC=CC=1.[CH2:45]([OH:52])[C:46]1[CH:51]=[CH:50][CH:49]=[CH:48][CH:47]=1, predict the reaction product. The product is: [CH2:45]([O:52][C:26](=[O:35])[NH:23][C:8]1([C:5]2[CH:4]=[CH:3][C:2]([F:1])=[CH:7][CH:6]=2)[CH2:9][CH2:10][C:11]2([O:12][CH2:13][CH2:14][O:15]2)[CH2:16][CH2:17]1)[C:46]1[CH:51]=[CH:50][CH:49]=[CH:48][CH:47]=1. (6) The product is: [CH2:53]([CH:55]1[CH2:59][CH:58]([OH:60])[CH2:57][CH:56]1[C:61]([O:63][CH2:64][CH3:65])=[O:62])[CH3:54]. Given the reactants C1C=CC(P(C2C=CC3C(=CC=CC=3)C=2C2C3C(=CC=CC=3)C=CC=2P(C2C=CC=CC=2)C2C=CC=CC=2)C2C=CC=CC=2)=CC=1.CC([O-])(C)C.[Na+].[CH2:53]([C:55]1[CH:56]([C:61]([O:63][CH2:64][CH3:65])=[O:62])[CH2:57][C:58](=[O:60])[CH:59]=1)[CH3:54].CC(O)(C)C.C([C@@H]1C[C@H](O)C[C@@H]1C(OCC)=O)C, predict the reaction product. (7) Given the reactants [F:1][C:2]([F:14])([F:13])[C:3]1[CH:4]=[C:5]2[NH:11][C:10](=O)[NH:9][C:6]2=[N:7][CH:8]=1.O=P(Cl)(Cl)[Cl:17], predict the reaction product. The product is: [Cl:17][C:10]1[NH:11][C:5]2[C:6]([N:9]=1)=[N:7][CH:8]=[C:3]([C:2]([F:14])([F:13])[F:1])[CH:4]=2. (8) Given the reactants Cl[C:2]1[CH:3]=[CH:4][C:5]2[C:12]3[N:13](CC4C=CC(OC)=CC=4OC)[C:14](=[O:22])[C:15]([C:18]([O:20]C)=[O:19])=[C:16]([OH:17])[C:11]=3[CH2:10][CH2:9][CH2:8][CH2:7][C:6]=2[CH:34]=1.[CH2:35]([NH2:38])[CH2:36][CH3:37], predict the reaction product. The product is: [OH:17][C:16]1[C:11]2[CH2:10][CH2:9][CH2:8][CH2:7][C:6]3[CH:34]=[C:2]([NH:38][CH2:35][CH2:36][CH3:37])[CH:3]=[CH:4][C:5]=3[C:12]=2[NH:13][C:14](=[O:22])[C:15]=1[C:18]([OH:20])=[O:19]. (9) Given the reactants [O:1]=[C:2]1[CH2:10][C:9]2[C:4](=[CH:5][C:6]([C:11]([C:13]3[CH:14]=[C:15]([NH:19][C:20](=[O:22])[CH3:21])[CH:16]=[CH:17][CH:18]=3)=[O:12])=[CH:7][CH:8]=2)[NH:3]1.[CH:23](OCC)=[O:24].[O-]CC.[Na+].Cl, predict the reaction product. The product is: [OH:24][CH:23]=[C:10]1[C:9]2[C:4](=[CH:5][C:6]([C:11]([C:13]3[CH:14]=[C:15]([NH:19][C:20](=[O:22])[CH3:21])[CH:16]=[CH:17][CH:18]=3)=[O:12])=[CH:7][CH:8]=2)[NH:3][C:2]1=[O:1]. (10) Given the reactants Br[C:2]1[CH:21]=[CH:20][C:19]([C:22]([F:25])([F:24])[F:23])=[CH:18][C:3]=1[CH2:4][N:5]1[C@@H:9]([CH3:10])[C@@H:8]([C:11]2[CH:16]=[CH:15][CH:14]=[CH:13][CH:12]=2)[O:7][C:6]1=[O:17].[B:26]1([B:26]2[O:30][C:29]([CH3:32])([CH3:31])[C:28]([CH3:34])([CH3:33])[O:27]2)[O:30][C:29]([CH3:32])([CH3:31])[C:28]([CH3:34])([CH3:33])[O:27]1.C([O-])(=O)C.[K+], predict the reaction product. The product is: [CH3:10][C@H:9]1[C@@H:8]([C:11]2[CH:16]=[CH:15][CH:14]=[CH:13][CH:12]=2)[O:7][C:6](=[O:17])[N:5]1[CH2:4][C:3]1[CH:18]=[C:19]([C:22]([F:25])([F:24])[F:23])[CH:20]=[CH:21][C:2]=1[B:26]1[O:30][C:29]([CH3:32])([CH3:31])[C:28]([CH3:34])([CH3:33])[O:27]1.